Dataset: Reaction yield outcomes from USPTO patents with 853,638 reactions. Task: Predict the reaction yield, written as a fraction of the theoretical maximum amount of product (1.0 means a 100% yield; for example, 0.34 means a 34% yield). (1) The reactants are FC1C=CC=CC=1NC(=S)NC1C=CC(C2C=C3C(=CC=2)C(=O)N([C@@H](C(C)C)C(O)=O)C3)=CC=1.[Cl:35][C:36]1[CH:37]=[C:38]([NH:42][C:43](=[S:69])[NH:44][C:45]2[CH:50]=[CH:49][C:48]([C:51]3[CH:52]=[C:53]4[C:57](=[CH:58][CH:59]=3)[C:56](=[O:60])[N:55]([C@@H:61]([CH:66]([CH3:68])[CH3:67])[C:62]([O:64]C)=[O:63])[CH2:54]4)=[CH:47][CH:46]=2)[CH:39]=[CH:40][CH:41]=1. No catalyst specified. The product is [Cl:35][C:36]1[CH:37]=[C:38]([NH:42][C:43](=[S:69])[NH:44][C:45]2[CH:46]=[CH:47][C:48]([C:51]3[CH:52]=[C:53]4[C:57](=[CH:58][CH:59]=3)[C:56](=[O:60])[N:55]([C@@H:61]([CH:66]([CH3:67])[CH3:68])[C:62]([OH:64])=[O:63])[CH2:54]4)=[CH:49][CH:50]=2)[CH:39]=[CH:40][CH:41]=1. The yield is 0.920. (2) The reactants are [C:1]([C:5]1[CH:10]=[C:9]([C:11]([CH3:14])([CH3:13])[CH3:12])[CH:8]=[C:7]([CH:15](N2CCCCC2)[C:16]2[CH:21]=[CH:20][C:19]([C:22]([F:25])([F:24])[F:23])=[CH:18][CH:17]=2)[C:6]=1[OH:32])([CH3:4])([CH3:3])[CH3:2].[CH:33](O)=[O:34]. The catalyst is C1(C)C=CC=CC=1. The product is [C:11]([C:9]1[CH:10]=[C:5]([C:1]([CH3:4])([CH3:3])[CH3:2])[C:6]2[O:32][C:33](=[O:34])[CH:15]([C:16]3[CH:21]=[CH:20][C:19]([C:22]([F:25])([F:23])[F:24])=[CH:18][CH:17]=3)[C:7]=2[CH:8]=1)([CH3:13])([CH3:12])[CH3:14]. The yield is 0.870. (3) The reactants are [F:1][C:2]1[CH:7]=[CH:6][C:5]([CH:8]=[CH:9][C:10]([C:12]2[S:13][CH:14]=[CH:15][CH:16]=2)=O)=[CH:4][CH:3]=1.O.[NH2:18][NH2:19]. The catalyst is C(O)C. The product is [F:1][C:2]1[CH:7]=[CH:6][C:5]([CH:8]2[NH:19][NH:18][C:10]([C:12]3[S:13][CH:14]=[CH:15][CH:16]=3)=[CH:9]2)=[CH:4][CH:3]=1. The yield is 0.980. (4) The reactants are [Si:1]([O:8][CH:9]1[CH2:14][NH:13][C:12](=[O:15])[CH:11]([NH:16][C:17](=[O:23])[O:18][C:19]([CH3:22])([CH3:21])[CH3:20])[CH2:10]1)([C:4]([CH3:7])([CH3:6])[CH3:5])([CH3:3])[CH3:2].C[Si]([N-][Si](C)(C)C)(C)C.[Li+].[CH2:34](Br)[C:35]1[CH:40]=[CH:39][CH:38]=[CH:37][CH:36]=1. The catalyst is C1COCC1. The product is [CH2:34]([N:13]1[CH2:14][CH:9]([O:8][Si:1]([C:4]([CH3:7])([CH3:6])[CH3:5])([CH3:3])[CH3:2])[CH2:10][CH:11]([NH:16][C:17](=[O:23])[O:18][C:19]([CH3:22])([CH3:21])[CH3:20])[C:12]1=[O:15])[C:35]1[CH:40]=[CH:39][CH:38]=[CH:37][CH:36]=1. The yield is 0.770. (5) The reactants are CCCC[N+](CCCC)(CCCC)CCCC.[F-].[Br:19][C:20]1[CH:27]=[CH:26][C:23]([CH:24]=[O:25])=[C:22]([F:28])[CH:21]=1.[Si]([C:33]([F:36])([F:35])[F:34])(C)(C)C.Cl. The catalyst is C1COCC1. The product is [Br:19][C:20]1[CH:27]=[CH:26][C:23]([CH:24]([OH:25])[C:33]([F:36])([F:35])[F:34])=[C:22]([F:28])[CH:21]=1. The yield is 0.900. (6) The reactants are C(N(CC)CC)C.[OH:8][CH2:9][CH2:10][NH:11][C:12](=[O:18])[O:13][C:14]([CH3:17])([CH3:16])[CH3:15].Cl.CN(C)C.[C:24]1([CH3:36])[CH:29]=[C:28]([CH3:30])[CH:27]=[C:26]([CH3:31])[C:25]=1[S:32](Cl)(=[O:34])=[O:33]. The catalyst is ClCCl.O. The product is [CH3:36][C:24]1[CH:29]=[C:28]([CH3:30])[CH:27]=[C:26]([CH3:31])[C:25]=1[S:32]([O:8][CH2:9][CH2:10][NH:11][C:12]([O:13][C:14]([CH3:15])([CH3:17])[CH3:16])=[O:18])(=[O:33])=[O:34]. The yield is 0.870. (7) The reactants are CON(C)[C:4]([C@H:6]1[O:14][C@H:13]2[C@H:9]([N:10]=[C:11]([N:15]([CH3:23])[C:16](=[O:22])[O:17][C:18]([CH3:21])([CH3:20])[CH3:19])[S:12]2)[C@@H:8]([O:24][CH2:25][C:26]2[CH:31]=[CH:30][C:29]([O:32][CH3:33])=[CH:28][CH:27]=2)[C@@H:7]1[O:34][CH2:35][C:36]1[CH:41]=[CH:40][C:39]([O:42][CH3:43])=[CH:38][CH:37]=1)=[O:5].[CH3:45][Mg]Br. The catalyst is C1COCC1. The product is [C:4]([C@H:6]1[O:14][C@H:13]2[C@H:9]([N:10]=[C:11]([N:15]([CH3:23])[C:16](=[O:22])[O:17][C:18]([CH3:21])([CH3:20])[CH3:19])[S:12]2)[C@@H:8]([O:24][CH2:25][C:26]2[CH:27]=[CH:28][C:29]([O:32][CH3:33])=[CH:30][CH:31]=2)[C@@H:7]1[O:34][CH2:35][C:36]1[CH:37]=[CH:38][C:39]([O:42][CH3:43])=[CH:40][CH:41]=1)(=[O:5])[CH3:45]. The yield is 0.700. (8) The reactants are [CH2:1]([N:8]1[CH2:13][CH2:12][CH:11]([CH3:14])[C:10](=O)[CH2:9]1)[C:2]1[CH:7]=[CH:6][CH:5]=[CH:4][CH:3]=1.CO.C(O)(=O)C.[CH3:22][NH2:23]. The catalyst is O1CCCC1. The product is [CH2:1]([N:8]1[CH2:13][CH2:12][CH:11]([CH3:14])[CH:10]([NH:23][CH3:22])[CH2:9]1)[C:2]1[CH:7]=[CH:6][CH:5]=[CH:4][CH:3]=1. The yield is 0.690. (9) The reactants are I[C:2]1[N:14](S(C2C=CC(C)=CC=2)(=O)=O)[C:5]2=[N:6][CH:7]=[C:8]3[CH:12]=[N:11][N:10]([CH3:13])[C:9]3=[C:4]2[CH:3]=1.[CH3:25][O:26][C:27]1[CH:28]=[C:29]2[C:33](=[CH:34][CH:35]=1)[N:32]([CH3:36])[CH:31]=[C:30]2B1OC(C)(C)C(C)(C)O1.C([O-])([O-])=O.[Na+].[Na+].[OH-].[Na+]. The catalyst is O1CCOCC1.O.C1C=CC([P]([Pd]([P](C2C=CC=CC=2)(C2C=CC=CC=2)C2C=CC=CC=2)([P](C2C=CC=CC=2)(C2C=CC=CC=2)C2C=CC=CC=2)[P](C2C=CC=CC=2)(C2C=CC=CC=2)C2C=CC=CC=2)(C2C=CC=CC=2)C2C=CC=CC=2)=CC=1.CO. The product is [CH3:25][O:26][C:27]1[CH:28]=[C:29]2[C:33](=[CH:34][CH:35]=1)[N:32]([CH3:36])[CH:31]=[C:30]2[C:2]1[NH:14][C:5]2=[N:6][CH:7]=[C:8]3[CH:12]=[N:11][N:10]([CH3:13])[C:9]3=[C:4]2[CH:3]=1. The yield is 0.220.